This data is from Reaction yield outcomes from USPTO patents with 853,638 reactions. The task is: Predict the reaction yield, written as a fraction of the theoretical maximum amount of product (1.0 means a 100% yield; for example, 0.34 means a 34% yield). The yield is 0.120. The reactants are [CH2:1]([O:3][C:4](=[O:24])[CH2:5][C:6]1[C:7]2[CH:14]=[CH:13][C:12](B3OC(C)(C)C(C)(C)O3)=[CH:11][C:8]=2[S:9][CH:10]=1)[CH3:2].Br[C:26]1[CH:49]=[CH:48][C:29]([O:30][CH2:31][C:32]2[N:36]([C:37]3[C:42]([Cl:43])=[CH:41][CH:40]=[CH:39][C:38]=3[Cl:44])[N:35]=[CH:34][C:33]=2[CH:45]([CH3:47])[CH3:46])=[CH:28][C:27]=1[CH3:50].N#N.C1(P(C2CCCCC2)C2(OC)CC=CC(OC)=C2C2C=CC=CC=2)CCCCC1.P([O-])([O-])([O-])=O.[K+].[K+].[K+]. The product is [CH2:1]([O:3][C:4](=[O:24])[CH2:5][C:6]1[C:7]2[CH:14]=[CH:13][C:12]([C:26]3[CH:49]=[CH:48][C:29]([O:30][CH2:31][C:32]4[N:36]([C:37]5[C:42]([Cl:43])=[CH:41][CH:40]=[CH:39][C:38]=5[Cl:44])[N:35]=[CH:34][C:33]=4[CH:45]([CH3:46])[CH3:47])=[CH:28][C:27]=3[CH3:50])=[CH:11][C:8]=2[S:9][CH:10]=1)[CH3:2]. The catalyst is C1(C)C=CC=CC=1.CC([O-])=O.CC([O-])=O.[Pd+2].